From a dataset of TCR-epitope binding with 47,182 pairs between 192 epitopes and 23,139 TCRs. Binary Classification. Given a T-cell receptor sequence (or CDR3 region) and an epitope sequence, predict whether binding occurs between them. (1) The epitope is TPINLVRDL. The TCR CDR3 sequence is CAISDLGTSGREDTGELFF. Result: 0 (the TCR does not bind to the epitope). (2) The epitope is FLNGSCGSV. The TCR CDR3 sequence is CASSQDPSASGYSYEQYF. Result: 1 (the TCR binds to the epitope). (3) The epitope is SLYNTVATL. The TCR CDR3 sequence is CASSWGTEAFF. Result: 0 (the TCR does not bind to the epitope). (4) The epitope is NLSALGIFST. The TCR CDR3 sequence is CASSSLRRGDNEQFF. Result: 1 (the TCR binds to the epitope). (5) The epitope is HTDFSSEIIGY. The TCR CDR3 sequence is CASSPSGRATLMRDEQYF. Result: 1 (the TCR binds to the epitope). (6) The epitope is KTSVDCTMYI. The TCR CDR3 sequence is CASSSQTGSLYNEQFF. Result: 1 (the TCR binds to the epitope).